Task: Predict the product of the given reaction.. Dataset: Forward reaction prediction with 1.9M reactions from USPTO patents (1976-2016) (1) Given the reactants [NH2:1][C:2]1[C:7]([Cl:8])=[C:6]([C:9]([F:12])([F:11])[F:10])[CH:5]=[CH:4][C:3]=1[OH:13].[C:14](O)(=[O:21])[C:15]1[CH:20]=[CH:19][N:18]=[CH:17][CH:16]=1.CCN=C=NCCCN(C)C.N1C=CC=CC=1, predict the reaction product. The product is: [Cl:8][C:7]1[C:6]([C:9]([F:12])([F:10])[F:11])=[CH:5][CH:4]=[C:3]([OH:13])[C:2]=1[NH:1][C:14](=[O:21])[C:15]1[CH:20]=[CH:19][N:18]=[CH:17][CH:16]=1. (2) Given the reactants [C:1]([N:4]1[CH2:9][CH2:8][N:7]([CH2:10][CH2:11][O:12][C:13]2[CH:22]=[C:21]3[C:16]([C:17](Cl)=[N:18][CH:19]=[N:20]3)=[CH:15][C:14]=2[O:24][CH3:25])[CH2:6][CH2:5]1)(=[O:3])[CH3:2].[OH:26][C:27]1[CH:28]=[C:29]2[C:33](=[N:34][CH:35]=1)[NH:32][CH:31]=[CH:30]2.C(=O)([O-])[O-].[K+].[K+], predict the reaction product. The product is: [C:1]([N:4]1[CH2:9][CH2:8][N:7]([CH2:10][CH2:11][O:12][C:13]2[CH:22]=[C:21]3[C:16]([C:17]([O:26][C:27]4[CH:28]=[C:29]5[C:33](=[N:34][CH:35]=4)[NH:32][CH:31]=[CH:30]5)=[N:18][CH:19]=[N:20]3)=[CH:15][C:14]=2[O:24][CH3:25])[CH2:6][CH2:5]1)(=[O:3])[CH3:2]. (3) Given the reactants [C:1]([O:5][C:6]([N:8]1[C:12]2[CH:13]=[CH:14][CH:15]=[CH:16][C:11]=2[N:10]=[C:9]1[C:17]1[CH:29]=[C:28]([NH:30][C:31]([O:33][C:34]([CH3:37])([CH3:36])[CH3:35])=[O:32])[CH:27]=[C:26]2[C:18]=1[C:19]1[CH:20]=[CH:21][CH:22]=[CH:23][C:24]=1[C:25]2=[N:38]O)=[O:7])([CH3:4])([CH3:3])[CH3:2], predict the reaction product. The product is: [C:1]([O:5][C:6]([N:8]1[C:12]2[CH:13]=[CH:14][CH:15]=[CH:16][C:11]=2[N:10]=[C:9]1[C:17]1[CH:29]=[C:28]([NH:30][C:31]([O:33][C:34]([CH3:37])([CH3:36])[CH3:35])=[O:32])[CH:27]=[C:26]2[C:18]=1[C:19]1[CH:20]=[CH:21][CH:22]=[CH:23][C:24]=1[CH:25]2[NH2:38])=[O:7])([CH3:4])([CH3:3])[CH3:2].